Dataset: Reaction yield outcomes from USPTO patents with 853,638 reactions. Task: Predict the reaction yield, written as a fraction of the theoretical maximum amount of product (1.0 means a 100% yield; for example, 0.34 means a 34% yield). (1) The reactants are [CH2:1]([O:3][C:4]1[CH:9]=[CH:8][C:7]([N:10]([CH3:33])[C:11]2[C:20]3[C:15](=[CH:16][CH:17]=[CH:18][CH:19]=3)[N:14]=[C:13]([CH2:21][N:22]3C(=O)C4C(=CC=CC=4)C3=O)[N:12]=2)=[CH:6][C:5]=1[F:34])[CH3:2].ClCC1N=C(N(C2C=CC(OCC)=C(F)C=2)C)C2C(=CC=CC=2)N=1.C1(=O)NC(=O)C2=CC=CC=C12.[K]. The catalyst is CN(C=O)C.CCOC(C)=O. The product is [NH2:22][CH2:21][C:13]1[N:12]=[C:11]([N:10]([C:7]2[CH:8]=[CH:9][C:4]([O:3][CH2:1][CH3:2])=[C:5]([F:34])[CH:6]=2)[CH3:33])[C:20]2[C:15](=[CH:16][CH:17]=[CH:18][CH:19]=2)[N:14]=1. The yield is 0.910. (2) The reactants are [CH3:1][N:2]([CH3:19])[C:3](=O)[CH2:4][O:5][C:6]1[CH:15]=[CH:14][C:9]([C:10](OC)=[O:11])=[CH:8][C:7]=1[O:16][CH3:17].CCOCC.[H-].[Al+3].[Li+].[H-].[H-].[H-]. The catalyst is C1COCC1. The product is [CH3:1][N:2]([CH3:19])[CH2:3][CH2:4][O:5][C:6]1[CH:15]=[CH:14][C:9]([CH2:10][OH:11])=[CH:8][C:7]=1[O:16][CH3:17]. The yield is 1.00. (3) The reactants are [C:1]([NH:4][C:5]1[CH:10]=[CH:9][C:8]([C:11]2[C:20]([N:21]([CH3:25])[CH:22]([CH3:24])[CH3:23])=[N:19][C:18]3[C:13](=[CH:14][CH:15]=[C:16]([C:26]([O:28]C)=[O:27])[CH:17]=3)[N:12]=2)=[CH:7][CH:6]=1)(=[O:3])[CH3:2].[OH-].[Na+]. The catalyst is CO.O. The product is [C:1]([NH:4][C:5]1[CH:6]=[CH:7][C:8]([C:11]2[C:20]([N:21]([CH3:25])[CH:22]([CH3:23])[CH3:24])=[N:19][C:18]3[C:13](=[CH:14][CH:15]=[C:16]([C:26]([OH:28])=[O:27])[CH:17]=3)[N:12]=2)=[CH:9][CH:10]=1)(=[O:3])[CH3:2]. The yield is 0.660.